Dataset: Forward reaction prediction with 1.9M reactions from USPTO patents (1976-2016). Task: Predict the product of the given reaction. (1) Given the reactants Br[C:2]1[CH:7]=[CH:6][C:5]([CH:8]2[CH2:12][CH2:11][CH:10]([C:13]3[CH:18]=[CH:17][C:16](Br)=[CH:15][CH:14]=3)[N:9]2[C:20]2[CH:25]=[CH:24][C:23]([C:26]([CH3:29])([CH3:28])[CH3:27])=[CH:22][CH:21]=2)=[CH:4][CH:3]=1.[Cu][C:31]#[N:32].[OH-].[NH4+].[CH3:35][N:36](C=O)C, predict the reaction product. The product is: [C:26]([C:23]1[CH:24]=[CH:25][C:20]([N:9]2[CH:8]([C:5]3[CH:6]=[CH:7][C:2]([C:35]#[N:36])=[CH:3][CH:4]=3)[CH2:12][CH2:11][CH:10]2[C:13]2[CH:18]=[CH:17][C:16]([C:31]#[N:32])=[CH:15][CH:14]=2)=[CH:21][CH:22]=1)([CH3:28])([CH3:29])[CH3:27]. (2) Given the reactants [CH3:1][O:2][C:3]1[CH:8]=[CH:7][C:6]([N:9]2[CH2:14][CH2:13][N:12]([CH2:15][CH2:16][NH2:17])[CH2:11][CH2:10]2)=[CH:5][CH:4]=1.[C:18]([N:22]1[C:26]([C:27]2[CH:32]=[CH:31][C:30]([CH3:33])=[CH:29][CH:28]=2)=[CH:25][C:24]([CH:34]=O)=[N:23]1)([CH3:21])([CH3:20])[CH3:19], predict the reaction product. The product is: [C:18]([N:22]1[C:26]([C:27]2[CH:28]=[CH:29][C:30]([CH3:33])=[CH:31][CH:32]=2)=[CH:25][C:24]([CH2:34][NH:17][CH2:16][CH2:15][N:12]2[CH2:11][CH2:10][N:9]([C:6]3[CH:5]=[CH:4][C:3]([O:2][CH3:1])=[CH:8][CH:7]=3)[CH2:14][CH2:13]2)=[N:23]1)([CH3:21])([CH3:20])[CH3:19]. (3) The product is: [F:1][C:2]1[CH:3]=[CH:4][C:5]([N:8]2[C:12]([CH3:13])=[C:11]([C:14]([NH:39][C:35]3[N:34]=[C:33]([CH3:32])[CH:38]=[CH:37][N:36]=3)=[O:16])[N:10]=[N:9]2)=[CH:6][CH:7]=1. Given the reactants [F:1][C:2]1[CH:7]=[CH:6][C:5]([N:8]2[C:12]([CH3:13])=[C:11]([C:14]([OH:16])=O)[N:10]=[N:9]2)=[CH:4][CH:3]=1.C(Cl)(=O)C(Cl)=O.CCN(C(C)C)C(C)C.[CH3:32][C:33]1[CH:38]=[CH:37][N:36]=[C:35]([NH2:39])[N:34]=1, predict the reaction product. (4) The product is: [C:1]([C:2]1[CH:3]=[N:4][CH:5]=[CH:6][CH:7]=1)(=[O:9])[CH3:12].[C:1]([O:9][CH3:10])(=[O:8])[C:2]1[CH:7]=[CH:6][CH:5]=[N:4][CH:3]=1. Given the reactants [C:1]([O:9][CH3:10])(=[O:8])[C:2]1[CH:7]=[CH:6][CH:5]=[N:4][CH:3]=1.O.[C:12](O)(=O)C, predict the reaction product. (5) Given the reactants [C:1]([NH:4][C:5]([CH:26]1[CH2:32][C@H:31]2[NH:33][C@H:28]([CH2:29][CH2:30]2)[CH2:27]1)([CH2:13][CH2:14][CH2:15][CH2:16][B:17]1[O:21][C:20]([CH3:23])([CH3:22])[C:19]([CH3:25])([CH3:24])[O:18]1)[C:6]([NH:8][C:9]([CH3:12])([CH3:11])[CH3:10])=[O:7])(=[O:3])[CH3:2].[Cl:34][C:35]1[CH:36]=[C:37]([CH:40]=[CH:41][C:42]=1[Cl:43])[CH:38]=O.C(O)(=O)C.C(O[BH-](OC(=O)C)OC(=O)C)(=O)C.[Na+], predict the reaction product. The product is: [C:1]([NH:4][C:5]([CH:26]1[CH2:32][C@H:31]2[N:33]([CH2:38][C:37]3[CH:40]=[CH:41][C:42]([Cl:43])=[C:35]([Cl:34])[CH:36]=3)[C@H:28]([CH2:29][CH2:30]2)[CH2:27]1)([CH2:13][CH2:14][CH2:15][CH2:16][B:17]1[O:21][C:20]([CH3:22])([CH3:23])[C:19]([CH3:24])([CH3:25])[O:18]1)[C:6]([NH:8][C:9]([CH3:10])([CH3:11])[CH3:12])=[O:7])(=[O:3])[CH3:2].